Dataset: Reaction yield outcomes from USPTO patents with 853,638 reactions. Task: Predict the reaction yield, written as a fraction of the theoretical maximum amount of product (1.0 means a 100% yield; for example, 0.34 means a 34% yield). (1) The reactants are [N:1]([CH:4]([C:9]1[C:14]2[N:15]3[CH2:21][CH2:20][CH2:19][N:18]([C:22]4[C:27]([Cl:28])=[CH:26][C:25]([Cl:29])=[CH:24][C:23]=4[Cl:30])[C:16]3=[N:17][C:13]=2[C:12]([Cl:31])=[CH:11][CH:10]=1)[C:5]([F:8])([F:7])[F:6])=[N+]=[N-].C1(P(C2C=CC=CC=2)C2C=CC=CC=2)C=CC=CC=1.O. The catalyst is O1CCCC1.C(OCC)(=O)C. The product is [Cl:31][C:12]1[C:13]2[N:17]=[C:16]3[N:18]([C:22]4[C:27]([Cl:28])=[CH:26][C:25]([Cl:29])=[CH:24][C:23]=4[Cl:30])[CH2:19][CH2:20][CH2:21][N:15]3[C:14]=2[C:9]([CH:4]([NH2:1])[C:5]([F:6])([F:7])[F:8])=[CH:10][CH:11]=1. The yield is 0.950. (2) The reactants are F[C:2]1[CH:3]=[CH:4][C:5]2[N:9]=[N:8][N:7]([CH2:10][CH2:11][CH2:12][CH2:13]Cl)[C:6]=2[CH:15]=1.[F:16][C:17]([F:31])([F:30])[C:18]1[CH:19]=[C:20]([CH:24]2[CH2:29][CH2:28][NH:27][CH2:26][CH2:25]2)[CH:21]=[CH:22][CH:23]=1.C(N(C(C)C)CC)(C)C.[I-].[K+]. The catalyst is C(#N)C. The product is [N:7]1([CH2:10][CH2:11][CH2:12][CH2:13][N:27]2[CH2:28][CH2:29][CH:24]([C:20]3[CH:21]=[CH:22][CH:23]=[C:18]([C:17]([F:16])([F:30])[F:31])[CH:19]=3)[CH2:25][CH2:26]2)[C:6]2[CH:15]=[CH:2][CH:3]=[CH:4][C:5]=2[N:9]=[N:8]1. The yield is 0.641. (3) The reactants are [CH3:1][N:2]1[C:7]2[CH:8]=[CH:9][CH:10]=[CH:11][C:6]=2[O:5][CH2:4][C:3]1=[O:12].[Al+3].[Cl-].[Cl-].[Cl-].[Cl:17][CH2:18][C:19](Cl)=[O:20].C(=O)(O)[O-].[Na+]. The catalyst is C(Cl)Cl. The product is [Cl:17][CH2:18][C:19]([C:9]1[CH:10]=[CH:11][C:6]2[O:5][CH2:4][C:3](=[O:12])[N:2]([CH3:1])[C:7]=2[CH:8]=1)=[O:20]. The yield is 0.850. (4) The reactants are [Cl:1][C:2]1[N:11]=[C:10](Cl)[C:9]2[C:4](=[CH:5][CH:6]=[CH:7][CH:8]=2)[N:3]=1.[NH2:13][C:14]1[CH:15]=[CH:16][C:17]([O:20][CH3:21])=[N:18][CH:19]=1.C([O-])(=O)C.[Na+]. The catalyst is C(OCC)(=O)C. The product is [Cl:1][C:2]1[N:11]=[C:10]([NH:13][C:14]2[CH:19]=[N:18][C:17]([O:20][CH3:21])=[CH:16][CH:15]=2)[C:9]2[C:4](=[CH:5][CH:6]=[CH:7][CH:8]=2)[N:3]=1. The yield is 0.980. (5) The reactants are [F:1][C:2]1[C:36]([C:37]([F:40])([F:39])[F:38])=[N:35][CH:34]=[CH:33][C:3]=1[C:4]([N:6]1[CH2:11][CH2:10][CH:9]([N:12]2[CH2:15][C:14]([CH2:30][C:31]#[N:32])([N:16]3[CH:20]=[C:19](B4OC(C)(C)C(C)(C)O4)[CH:18]=[N:17]3)[CH2:13]2)[CH2:8][CH2:7]1)=[O:5].Cl[C:42]1[C:43]2[CH:50]=[CH:49][NH:48][C:44]=2[N:45]=[CH:46][N:47]=1.C(=O)(O)[O-].[Na+].O. The catalyst is C1C=CC([P]([Pd]([P](C2C=CC=CC=2)(C2C=CC=CC=2)C2C=CC=CC=2)([P](C2C=CC=CC=2)(C2C=CC=CC=2)C2C=CC=CC=2)[P](C2C=CC=CC=2)(C2C=CC=CC=2)C2C=CC=CC=2)(C2C=CC=CC=2)C2C=CC=CC=2)=CC=1.O1CCOCC1. The product is [N:45]1[C:44]2[NH:48][CH:49]=[CH:50][C:43]=2[C:42]([C:19]2[CH:18]=[N:17][N:16]([C:14]3([CH2:30][C:31]#[N:32])[CH2:13][N:12]([CH:9]4[CH2:8][CH2:7][N:6]([C:4](=[O:5])[C:3]5[CH:33]=[CH:34][N:35]=[C:36]([C:37]([F:40])([F:38])[F:39])[C:2]=5[F:1])[CH2:11][CH2:10]4)[CH2:15]3)[CH:20]=2)=[N:47][CH:46]=1. The yield is 0.446. (6) The reactants are [Cl:1][C:2]1[C:11]2[C:6](=[CH:7][CH:8]=[CH:9][CH:10]=2)[C:5]([OH:12])=[CH:4][N:3]=1.C([O-])([O-])=O.[K+].[K+].[CH2:19](I)[CH3:20]. The catalyst is C(#N)C. The product is [Cl:1][C:2]1[C:11]2[C:6](=[CH:7][CH:8]=[CH:9][CH:10]=2)[C:5]([O:12][CH2:19][CH3:20])=[CH:4][N:3]=1. The yield is 0.620.